From a dataset of Full USPTO retrosynthesis dataset with 1.9M reactions from patents (1976-2016). Predict the reactants needed to synthesize the given product. Given the product [C:27]([C:15]1[CH:16]=[CH:17][CH:18]=[CH:19][C:14]=1[O:20][CH2:5][O:6][CH3:7])([CH3:26])([CH3:28])[CH3:1], predict the reactants needed to synthesize it. The reactants are: [C:1](Cl)(C)=O.[CH3:5][O:6][CH2:7]OC.C(Cl)OC.[C:14]1([O-:20])[CH:19]=[CH:18][CH:17]=[CH:16][CH:15]=1.[Na+].[OH-].[Na+].O1[CH2:28][CH2:27][CH2:26]C1.